Task: Predict which catalyst facilitates the given reaction.. Dataset: Catalyst prediction with 721,799 reactions and 888 catalyst types from USPTO (1) Reactant: CC1(C)CCCC(C)(C)N1.C([Li])CCC.Cl[CH2:17][CH2:18][CH2:19][CH2:20][C:21]([NH:23][C:24]1[N:28]([CH3:29])[N:27]=[C:26]([CH3:30])[C:25]=1[C:31]#[N:32])=[O:22]. Product: [CH3:29][N:28]1[C:24]2[NH:23][C:21](=[O:22])[C:20]3[CH2:19][CH2:18][CH2:17][NH:32][C:31]=3[C:25]=2[C:26]([CH3:30])=[N:27]1. The catalyst class is: 1. (2) Reactant: [F:1][C:2]1[CH:3]=[C:4]2[C:9](=[CH:10][CH:11]=1)[N:8]=[C:7]([NH:12][C:13](=[O:17])OCC)[C:6]([O:18][CH3:19])=[N:5]2.[C:20]1([N:26]2[CH2:31][CH2:30][NH:29][CH2:28][CH2:27]2)[CH:25]=[CH:24][CH:23]=[CH:22][CH:21]=1.C1CCN2C(=NCCC2)CC1. Product: [F:1][C:2]1[CH:3]=[C:4]2[C:9](=[CH:10][CH:11]=1)[N:8]=[C:7]([NH:12][C:13]([N:29]1[CH2:30][CH2:31][N:26]([C:20]3[CH:25]=[CH:24][CH:23]=[CH:22][CH:21]=3)[CH2:27][CH2:28]1)=[O:17])[C:6]([O:18][CH3:19])=[N:5]2. The catalyst class is: 7. (3) Reactant: [C:1]1([C:7]2[CH:16]=[C:15]3[C:10]([CH2:11][CH2:12][CH2:13][N:14]3[C:17]3[CH:22]=[CH:21][N:20]=[C:19]([NH:23][CH:24]4[CH2:29][CH2:28][N:27](C(OC(C)(C)C)=O)[CH2:26][CH2:25]4)[N:18]=3)=[CH:9][N:8]=2)[CH:6]=[CH:5][CH:4]=[CH:3][CH:2]=1.Cl. Product: [C:1]1([C:7]2[CH:16]=[C:15]3[C:10]([CH2:11][CH2:12][CH2:13][N:14]3[C:17]3[CH:22]=[CH:21][N:20]=[C:19]([NH:23][CH:24]4[CH2:29][CH2:28][NH:27][CH2:26][CH2:25]4)[N:18]=3)=[CH:9][N:8]=2)[CH:6]=[CH:5][CH:4]=[CH:3][CH:2]=1. The catalyst class is: 12.